This data is from CYP2D6 inhibition data for predicting drug metabolism from PubChem BioAssay. The task is: Regression/Classification. Given a drug SMILES string, predict its absorption, distribution, metabolism, or excretion properties. Task type varies by dataset: regression for continuous measurements (e.g., permeability, clearance, half-life) or binary classification for categorical outcomes (e.g., BBB penetration, CYP inhibition). Dataset: cyp2d6_veith. (1) The molecule is CCN[C@@H]1C[C@H](C)S(=O)(=O)c2sc(S(N)(=O)=O)cc21. The result is 0 (non-inhibitor). (2) The result is 0 (non-inhibitor). The compound is O=C1NC(=O)N(CCNc2ncc(C(F)(F)F)cc2Cl)C(=O)C1/C=N/OCc1c(F)cccc1Cl. (3) The compound is O=C(NNC(=O)c1ccccc1-n1cccc1)c1ccc(Cl)c(Cl)c1. The result is 0 (non-inhibitor). (4) The molecule is Cc1cccc(C(=O)O/N=C(\N)c2cccc([N+](=O)[O-])c2)c1. The result is 0 (non-inhibitor). (5) The molecule is N#CC1=C(N)N(c2ccccc2F)C2=C(CCCC2)C1(C(F)(F)F)C(F)(F)F. The result is 0 (non-inhibitor).